This data is from Reaction yield outcomes from USPTO patents with 853,638 reactions. The task is: Predict the reaction yield, written as a fraction of the theoretical maximum amount of product (1.0 means a 100% yield; for example, 0.34 means a 34% yield). The reactants are [F:1][C:2]1[CH:3]=[CH:4][C:5]([N+:9]([O-:11])=[O:10])=[C:6]([CH:8]=1)N.N([O-])=O.[Na+].[I-:16].[K+]. The catalyst is Cl. The product is [F:1][C:2]1[CH:3]=[CH:4][C:5]([N+:9]([O-:11])=[O:10])=[C:6]([I:16])[CH:8]=1. The yield is 0.830.